Dataset: Catalyst prediction with 721,799 reactions and 888 catalyst types from USPTO. Task: Predict which catalyst facilitates the given reaction. Reactant: [C:1]([CH2:4][CH2:5][CH2:6][N:7]([CH3:63])[C@H:8]([C:12]([NH:14][C@H:15]([C:19]([N:21]([C@@H:23]([C@@H:59]([CH3:62])[CH2:60][CH3:61])[C@H:24]([O:57][CH3:58])[CH2:25][C:26]([N:28]1[CH2:32][CH2:31][CH2:30][C@H:29]1[C@H:33]([O:55][CH3:56])[C@@H:34]([CH3:54])[C:35]([NH:37][C@@H:38]([CH2:47]C1C=CC=CC=1)[C:39]([N:41]1[CH2:46][CH2:45][CH2:44][CH2:43][O:42]1)=[O:40])=[O:36])=[O:27])[CH3:22])=[O:20])[CH:16]([CH3:18])[CH3:17])=[O:13])[CH:9]([CH3:11])[CH3:10])(O)=[O:2].Cl.CN(C)CCCN=C=NCC.O.ON1[C:82]2[CH:83]=[CH:84][CH:85]=[CH:86][C:81]=2N=N1.C(N(CC)C(C)C)(C)C.[O:96]=[C:97]1[CH:101]=[CH:100][C:99](=[O:102])[N:98]1[CH2:103][CH2:104][CH2:105][CH2:106][CH2:107][C:108]([NH:110][NH2:111])=[O:109]. Product: [O:102]=[C:99]1[CH:100]=[CH:101][C:97](=[O:96])[N:98]1[CH2:103][CH2:104][CH2:105][CH2:106][CH2:107][C:108]([NH:110][NH:111][C:1](=[O:2])[CH2:4][CH2:5][CH2:6][N:7]([CH3:63])[C@H:8]([C:12]([NH:14][C@H:15]([C:19]([N:21]([C@@H:23]([C@@H:59]([CH3:62])[CH2:60][CH3:61])[C@H:24]([O:57][CH3:58])[CH2:25][C:26]([N:28]1[CH2:32][CH2:31][CH2:30][C@H:29]1[C@H:33]([O:55][CH3:56])[C@@H:34]([CH3:54])[C:35]([NH:37][C@@H:38]([CH2:47][C:81]1[CH:82]=[CH:83][CH:84]=[CH:85][CH:86]=1)[C:39]([N:41]1[CH2:46][CH2:45][CH2:44][CH2:43][O:42]1)=[O:40])=[O:36])=[O:27])[CH3:22])=[O:20])[CH:16]([CH3:18])[CH3:17])=[O:13])[CH:9]([CH3:10])[CH3:11])=[O:109]. The catalyst class is: 3.